This data is from Catalyst prediction with 721,799 reactions and 888 catalyst types from USPTO. The task is: Predict which catalyst facilitates the given reaction. (1) Reactant: [Cl:1][C:2]1[CH:7]=[CH:6][C:5](/[CH:8]=[CH:9]/[C:10]([O:12][C:13]([CH3:16])([CH3:15])[CH3:14])=[O:11])=[CH:4][C:3]=1[N+:17]([O-])=O. Product: [NH2:17][C:3]1[CH:4]=[C:5]([CH2:8][CH2:9][C:10]([O:12][C:13]([CH3:16])([CH3:15])[CH3:14])=[O:11])[CH:6]=[CH:7][C:2]=1[Cl:1]. The catalyst class is: 153. (2) Reactant: O.[CH2:2]([O:4][Si:5]([O:12][CH2:13][CH3:14])([O:9][CH2:10][CH3:11])[O:6][CH2:7][CH3:8])[CH3:3].CCO.C(O[Si](OCC)(OCC)OCC)C. Product: [CH3:8][CH2:7][O:6][Si:5]([O:4][CH2:2][CH3:3])([O:9][CH2:10][CH3:11])[O:12][CH2:13][CH3:14]. The catalyst class is: 14. (3) Reactant: [CH:1]1([C:4]2[CH:9]=[CH:8][C:7]([C:10]3[CH:14]=[C:13]([CH:15]([N:20]4[CH:25]=[C:24]5[N:26]=[C:27]([C:29]6[CH:34]=[CH:33][CH:32]=[C:31]([F:35])[C:30]=6[F:36])[N:28]=[C:23]5[CH:22]=[N:21]4)[C:16]([O:18][CH3:19])=[O:17])[O:12][N:11]=3)=[C:6]([C:37]([F:40])([F:39])[F:38])[CH:5]=2)[CH2:3][CH2:2]1.[CH2:41](N(CC)CC)C.C(OCC)(=O)C.C(O)(=O)C. Product: [CH2:19]([O:18][C:16](=[O:17])[CH:15]([C:13]1[O:12][N:11]=[C:10]([C:7]2[CH:8]=[CH:9][C:4]([CH:1]3[CH2:3][CH2:2]3)=[CH:5][C:6]=2[C:37]([F:39])([F:38])[F:40])[CH:14]=1)[N:20]1[CH:25]=[C:24]2[N:26]=[C:27]([C:29]3[CH:34]=[CH:33][CH:32]=[C:31]([F:35])[C:30]=3[F:36])[N:28]=[C:23]2[CH:22]=[N:21]1)[CH3:41]. The catalyst class is: 831. (4) Reactant: CC1C=CC(S(O[CH2:12][CH:13]([OH:29])[CH2:14][CH2:15][N:16]2[C:25]3[C:20](=[CH:21][CH:22]=[C:23]([O:26][CH3:27])[N:24]=3)[CH2:19][CH2:18][C:17]2=[O:28])(=O)=O)=CC=1.C(=O)([O-])[O-].[K+].[K+]. Product: [CH3:27][O:26][C:23]1[N:24]=[C:25]2[C:20]([CH2:19][CH2:18][C:17](=[O:28])[N:16]2[CH2:15][CH2:14][CH:13]2[CH2:12][O:29]2)=[CH:21][CH:22]=1. The catalyst class is: 5.